This data is from Catalyst prediction with 721,799 reactions and 888 catalyst types from USPTO. The task is: Predict which catalyst facilitates the given reaction. (1) Reactant: [Cl:1][C:2]1[S:3][C:4]([CH:7]=[O:8])=[CH:5][N:6]=1.C(=O)([O-])[O-].[K+].[K+].[F:15][C:16]([Si](C)(C)C)([F:18])[F:17]. Product: [Cl:1][C:2]1[S:3][C:4]([CH:7]([OH:8])[C:16]([F:18])([F:17])[F:15])=[CH:5][N:6]=1. The catalyst class is: 9. (2) Product: [NH2:10][CH2:11][C:12]1[O:13][C:14]([CH3:24])=[C:15]([C:17]([C:19]2[S:20][CH:21]=[CH:22][N:23]=2)=[O:18])[N:16]=1. Reactant: C(OC(=O)[NH:10][CH2:11][C:12]1[O:13][C:14]([CH3:24])=[C:15]([C:17]([C:19]2[S:20][CH:21]=[CH:22][N:23]=2)=[O:18])[N:16]=1)C1C=CC=CC=1.Br.C(O)(=O)C. The catalyst class is: 2.